Task: Predict the product of the given reaction.. Dataset: Forward reaction prediction with 1.9M reactions from USPTO patents (1976-2016) Given the reactants [F:1][C:2]([F:28])([F:27])[C:3]1[CH:8]=[CH:7][C:6]([C:9]2[C:13]3[CH:14]=[CH:15][C:16]([CH2:18][CH2:19][CH2:20][CH2:21]OS(C)(=O)=O)=[CH:17][C:12]=3[S:11][N:10]=2)=[CH:5][CH:4]=1.[CH3:29][NH:30][CH3:31], predict the reaction product. The product is: [CH3:29][N:30]([CH3:31])[CH2:21][CH2:20][CH2:19][CH2:18][C:16]1[CH:15]=[CH:14][C:13]2[C:9]([C:6]3[CH:7]=[CH:8][C:3]([C:2]([F:28])([F:27])[F:1])=[CH:4][CH:5]=3)=[N:10][S:11][C:12]=2[CH:17]=1.